From a dataset of Full USPTO retrosynthesis dataset with 1.9M reactions from patents (1976-2016). Predict the reactants needed to synthesize the given product. (1) Given the product [CH3:20][C:18]1[CH:17]=[CH:16][N:15]=[C:14]([NH:13][C:11]2[N:12]=[C:7]([C:4]3[O:3][C:2]([NH:21][CH2:22][C:23]4[CH:28]=[CH:27][N:26]=[CH:25][CH:24]=4)=[N:6][CH:5]=3)[CH:8]=[CH:9][CH:10]=2)[CH:19]=1, predict the reactants needed to synthesize it. The reactants are: Cl[C:2]1[O:3][C:4]([C:7]2[N:12]=[C:11]([NH:13][C:14]3[CH:19]=[C:18]([CH3:20])[CH:17]=[CH:16][N:15]=3)[CH:10]=[CH:9][CH:8]=2)=[CH:5][N:6]=1.[NH2:21][CH2:22][C:23]1[CH:28]=[CH:27][N:26]=[CH:25][CH:24]=1.O. (2) Given the product [CH3:18][O:17][C:15]1[C:14]([O:19][CH2:20][CH2:21][O:22][CH3:23])=[CH:13][C:6]2[N:7]=[CH:8][C:9]3[C:4]([C:5]=2[CH:16]=1)=[CH:3][C:2]([C:25]1[CH:26]=[N:27][CH:28]=[CH:29][CH:30]=1)=[N:11][C:10]=3[NH2:12], predict the reactants needed to synthesize it. The reactants are: Cl[C:2]1[CH:3]=[C:4]2[C:9](=[C:10]([NH2:12])[N:11]=1)[CH:8]=[N:7][C:6]1[CH:13]=[C:14]([O:19][CH2:20][CH2:21][O:22][CH3:23])[C:15]([O:17][CH3:18])=[CH:16][C:5]2=1.B(O)(O)[C:25]1[CH:30]=[CH:29][CH:28]=[N:27][CH:26]=1.C1(P(C2C=CC=CC=2)C2C=CC=CC=2)C=CC=CC=1.C(=O)([O-])[O-].[K+].[K+]. (3) Given the product [F:1][C:2]1[CH:7]=[CH:6][C:5]([C:8]([C:12]2[CH:17]=[CH:16][C:15]([F:18])=[CH:14][CH:13]=2)([NH2:19])[CH:10]([NH2:9])[CH3:11])=[CH:4][CH:3]=1.[N:19]([C:8]([C:12]1[CH:17]=[CH:16][C:15]([F:18])=[CH:14][CH:13]=1)([C:5]1[CH:6]=[CH:7][C:2]([F:1])=[CH:3][CH:4]=1)[CH:10]([NH2:9])[CH3:11])=[N+:20]=[N-:21], predict the reactants needed to synthesize it. The reactants are: [F:1][C:2]1[CH:7]=[CH:6][C:5]([C:8]2([C:12]3[CH:17]=[CH:16][C:15]([F:18])=[CH:14][CH:13]=3)[CH:10]([CH3:11])[NH:9]2)=[CH:4][CH:3]=1.[N-:19]=[N+:20]=[N-:21].[Na+].[Cl-].[NH4+].